This data is from Forward reaction prediction with 1.9M reactions from USPTO patents (1976-2016). The task is: Predict the product of the given reaction. (1) Given the reactants [C:1](=O)([O:27]C1C=CC([N+]([O-])=O)=CC=1)[O:2][CH2:3][C@@H:4]([N:8]1[CH:13]=[C:12]([Cl:14])[N:11]=[C:10]([NH:15][C:16]2[C:17]([CH3:25])=[N:18][C:19]([O:23][CH3:24])=[C:20]([CH3:22])[CH:21]=2)[C:9]1=[O:26])[CH:5]1[CH2:7][CH2:6]1.[CH2:38]([O:40][C:41]1[N:46]=[C:45]([CH3:47])[C:44]([NH2:48])=[CH:43][C:42]=1[CH3:49])[CH3:39].C1C=CC2N(O)N=NC=2C=1.C(N(CC)CC)C.Cl, predict the reaction product. The product is: [CH2:38]([O:40][C:41]1[N:46]=[C:45]([CH3:47])[C:44]([NH:48][C:1](=[O:27])[O:2][CH2:3][C@@H:4]([N:8]2[CH:13]=[C:12]([Cl:14])[N:11]=[C:10]([NH:15][C:16]3[C:17]([CH3:25])=[N:18][C:19]([O:23][CH3:24])=[C:20]([CH3:22])[CH:21]=3)[C:9]2=[O:26])[CH:5]2[CH2:7][CH2:6]2)=[CH:43][C:42]=1[CH3:49])[CH3:39]. (2) Given the reactants Cl[S:2]([CH2:5][CH2:6][NH:7][C:8](=[O:17])[O:9][CH2:10][C:11]1[CH:16]=[CH:15][CH:14]=[CH:13][CH:12]=1)(=[O:4])=[O:3].[C:18]([NH2:22])([CH3:21])([CH3:20])[CH3:19], predict the reaction product. The product is: [C:18]([NH:22][S:2]([CH2:5][CH2:6][NH:7][C:8](=[O:17])[O:9][CH2:10][C:11]1[CH:16]=[CH:15][CH:14]=[CH:13][CH:12]=1)(=[O:4])=[O:3])([CH3:21])([CH3:20])[CH3:19]. (3) Given the reactants Cl[C:2](OC1C=CC([N+]([O-])=O)=CC=1)=[O:3].[O:14]=[S:15]1(=[O:25])[CH2:20][CH2:19][N:18]([CH2:21][CH2:22][CH2:23][OH:24])[CH2:17][CH2:16]1.CN1CCOCC1.[NH2:33][C:34]1[CH:35]=[C:36]([C:40]2[N:45]3[N:46]=[CH:47][C:48]([C:49]([C:51]4[S:52][CH:53]=[CH:54][CH:55]=4)=[O:50])=[C:44]3[N:43]=[CH:42][CH:41]=2)[CH:37]=[CH:38][CH:39]=1, predict the reaction product. The product is: [S:52]1[CH:53]=[CH:54][CH:55]=[C:51]1[C:49]([C:48]1[CH:47]=[N:46][N:45]2[C:40]([C:36]3[CH:35]=[C:34]([NH:33][C:2](=[O:3])[O:24][CH2:23][CH2:22][CH2:21][N:18]4[CH2:19][CH2:20][S:15](=[O:14])(=[O:25])[CH2:16][CH2:17]4)[CH:39]=[CH:38][CH:37]=3)=[CH:41][CH:42]=[N:43][C:44]=12)=[O:50].